This data is from Catalyst prediction with 721,799 reactions and 888 catalyst types from USPTO. The task is: Predict which catalyst facilitates the given reaction. Reactant: [NH4+].[N:2]#[C:3][S-:4].[NH2:5][C:6]1[C:7]([CH3:12])=[CH:8][CH:9]=[CH:10][CH:11]=1.N. Product: [CH3:12][C:7]1[CH:8]=[CH:9][CH:10]=[CH:11][C:6]=1[NH:5][C:3]([NH2:2])=[S:4]. The catalyst class is: 126.